Dataset: Reaction yield outcomes from USPTO patents with 853,638 reactions. Task: Predict the reaction yield, written as a fraction of the theoretical maximum amount of product (1.0 means a 100% yield; for example, 0.34 means a 34% yield). The reactants are C(O[CH:4]=[N:5][C:6]1[C:7]([C:16]2[CH:21]=[CH:20][C:19]([O:22][CH3:23])=[CH:18][CH:17]=2)=[N:8][NH:9][C:10]=1[C:11]([O:13]CC)=O)C.[NH2:24][CH2:25][C:26]1([OH:41])[CH2:31][CH2:30][N:29]([C:32]([C:34]2[CH:39]=[CH:38][C:37]([F:40])=[CH:36][CH:35]=2)=[O:33])[CH2:28][CH2:27]1. The catalyst is C(O)C. The product is [F:40][C:37]1[CH:36]=[CH:35][C:34]([C:32]([N:29]2[CH2:28][CH2:27][C:26]([CH2:25][N:24]3[C:11](=[O:13])[C:10]4[NH:9][N:8]=[C:7]([C:16]5[CH:17]=[CH:18][C:19]([O:22][CH3:23])=[CH:20][CH:21]=5)[C:6]=4[N:5]=[CH:4]3)([OH:41])[CH2:31][CH2:30]2)=[O:33])=[CH:39][CH:38]=1. The yield is 0.0700.